This data is from Reaction yield outcomes from USPTO patents with 853,638 reactions. The task is: Predict the reaction yield, written as a fraction of the theoretical maximum amount of product (1.0 means a 100% yield; for example, 0.34 means a 34% yield). (1) The reactants are [NH2:1][C:2]1[S:3][C:4]2[C:9]([NH:10][C@H:11]([CH2:14][CH:15]([CH3:17])[CH3:16])[CH2:12][OH:13])=[N:8][C:7]([SH:18])=[N:6][C:5]=2[N:19]=1.Cl[CH:21]([C:23]1[CH:28]=[CH:27][C:26]([F:29])=[CH:25][N:24]=1)[CH3:22]. No catalyst specified. The product is [NH2:1][C:2]1[S:3][C:4]2[C:9]([NH:10][C@H:11]([CH2:14][CH:15]([CH3:16])[CH3:17])[CH2:12][OH:13])=[N:8][C:7]([S:18][CH:21]([C:23]3[CH:28]=[CH:27][C:26]([F:29])=[CH:25][N:24]=3)[CH3:22])=[N:6][C:5]=2[N:19]=1. The yield is 0.210. (2) The reactants are C(O[C:6]([N:8]1[CH2:13][CH2:12][CH:11]([CH2:14][CH2:15][N:16]2[C:24]([O:25]C)=[N:23][C:22]3[C:17]2=[N:18][C:19]([O:28][CH2:29][CH2:30][O:31][CH3:32])=[N:20][C:21]=3[NH2:27])[CH2:10][CH2:9]1)=O)(C)(C)C.FC(F)(F)C(O)=O.C(Br)[C:41]1[CH:46]=[CH:45][CH:44]=[CH:43][CH:42]=1.C(N(C(C)C)C(C)C)C. The catalyst is C1COCC1. The product is [NH2:27][C:21]1[N:20]=[C:19]([O:28][CH2:29][CH2:30][O:31][CH3:32])[N:18]=[C:17]2[C:22]=1[NH:23][C:24](=[O:25])[N:16]2[CH2:15][CH2:14][CH:11]1[CH2:12][CH2:13][N:8]([CH2:6][C:41]2[CH:46]=[CH:45][CH:44]=[CH:43][CH:42]=2)[CH2:9][CH2:10]1. The yield is 0.220.